This data is from Full USPTO retrosynthesis dataset with 1.9M reactions from patents (1976-2016). The task is: Predict the reactants needed to synthesize the given product. (1) Given the product [NH:8]=[C:9]1[N:13]([CH2:14][C:15]([O:17][CH2:18][CH3:19])=[O:16])[C:12]2[CH:20]=[CH:21][CH:22]=[CH:23][C:11]=2[S:10]1, predict the reactants needed to synthesize it. The reactants are: C(OC([N:8]=[C:9]1[N:13]([CH2:14][C:15]([O:17][CH2:18][CH3:19])=[O:16])[C:12]2[CH:20]=[CH:21][CH:22]=[CH:23][C:11]=2[S:10]1)=O)(C)(C)C.Cl. (2) Given the product [F:1][C:2]1[CH:7]=[CH:6][C:5]([NH2:8])=[CH:4][C:3]=1[C:11]1[CH:16]=[CH:15][CH:14]=[CH:13][N:12]=1, predict the reactants needed to synthesize it. The reactants are: [F:1][C:2]1[CH:7]=[CH:6][C:5]([N+:8]([O-])=O)=[CH:4][C:3]=1[C:11]1[CH:16]=[CH:15][CH:14]=[CH:13][N:12]=1.[Sn](Cl)Cl.N. (3) Given the product [CH2:1]([O:3][C:4](=[O:24])[CH2:5][C@@H:6]([N:13]1[C:17]2=[N:18][C:19]([CH3:22])=[CH:20][CH:21]=[C:16]2[N:15]([CH2:43][C:35]2[C:36]3[C:41](=[CH:40][CH:39]=[CH:38][C:37]=3[CH3:42])[N:33]([CH3:32])[CH:34]=2)[C:14]1=[O:23])[C:7]1[CH:8]=[CH:9][CH:10]=[CH:11][CH:12]=1)[CH3:2], predict the reactants needed to synthesize it. The reactants are: [CH2:1]([O:3][C:4](=[O:24])[CH2:5][C@@H:6]([N:13]1[C:17]2=[N:18][C:19]([CH3:22])=[CH:20][CH:21]=[C:16]2[NH:15][C:14]1=[O:23])[C:7]1[CH:12]=[CH:11][CH:10]=[CH:9][CH:8]=1)[CH3:2].C([O-])([O-])=O.[K+].[K+].[I-].[CH3:32][N:33]1[C:41]2[C:36](=[C:37]([CH3:42])[CH:38]=[CH:39][CH:40]=2)[C:35]([CH2:43][N+](C)(C)C)=[CH:34]1.